From a dataset of Full USPTO retrosynthesis dataset with 1.9M reactions from patents (1976-2016). Predict the reactants needed to synthesize the given product. (1) Given the product [CH:1]1([C:4]2[N:5]=[CH:6][C:7]([O:10][C@H:11]3[CH2:20][N:14]4[CH2:15][C:16](=[O:19])[N:17]([CH2:29][C:30]5[CH:35]=[CH:34][CH:33]=[C:32]([C:36]([F:37])([F:38])[F:39])[CH:31]=5)[CH2:18][C@@H:13]4[CH2:12]3)=[N:8][CH:9]=2)[CH2:3][CH2:2]1, predict the reactants needed to synthesize it. The reactants are: [CH:1]1([C:4]2[N:5]=[CH:6][C:7]([O:10][C@H:11]3[CH2:20][N:14]4[CH2:15][C:16](=[O:19])[NH:17][CH2:18][C@@H:13]4[CH2:12]3)=[N:8][CH:9]=2)[CH2:3][CH2:2]1.O1CCCC1.[H-].[Na+].Br[CH2:29][C:30]1[CH:35]=[CH:34][CH:33]=[C:32]([C:36]([F:39])([F:38])[F:37])[CH:31]=1. (2) Given the product [CH2:1]([O:3][C:4]([C@@H:6]1[CH2:10][CH2:9][CH:8]([OH:11])[N:7]1[C:12]([O:14][C:15]([CH3:16])([CH3:18])[CH3:17])=[O:13])=[O:5])[CH3:2], predict the reactants needed to synthesize it. The reactants are: [CH2:1]([O:3][C:4]([C@@H:6]1[CH2:10][CH2:9][C:8](=[O:11])[N:7]1[C:12]([O:14][C:15]([CH3:18])([CH3:17])[CH3:16])=[O:13])=[O:5])[CH3:2].CC(C[AlH]CC(C)C)C. (3) Given the product [NH2:2][C:1](=[N:12][OH:13])[C:3]1[CH:11]=[CH:10][C:6]([C:7]([NH2:9])=[O:8])=[CH:5][CH:4]=1, predict the reactants needed to synthesize it. The reactants are: [C:1]([C:3]1[CH:11]=[CH:10][C:6]([C:7]([NH2:9])=[O:8])=[CH:5][CH:4]=1)#[N:2].[NH2:12][OH:13]. (4) The reactants are: [CH3:1][C:2]1[S:6][C:5]([C:7]2[CH:8]=[CH:9][C:10]3[NH:11][C:12]4[C:17]([C:18]=3[CH:19]=2)=[CH:16][C:15]([C:20]2[S:21][C:22]([CH3:25])=[CH:23][CH:24]=2)=[CH:14][CH:13]=4)=[CH:4][CH:3]=1.I[C:27]1[CH:32]=[CH:31][C:30]([O:33][CH3:34])=[CH:29][CH:28]=1.C(=O)([O-])[O-].[K+].[K+]. Given the product [CH3:1][C:2]1[S:6][C:5]([C:7]2[CH:8]=[CH:9][C:10]3[N:11]([C:27]4[CH:32]=[CH:31][C:30]([O:33][CH3:34])=[CH:29][CH:28]=4)[C:12]4[C:17]([C:18]=3[CH:19]=2)=[CH:16][C:15]([C:20]2[S:21][C:22]([CH3:25])=[CH:23][CH:24]=2)=[CH:14][CH:13]=4)=[CH:4][CH:3]=1, predict the reactants needed to synthesize it. (5) Given the product [CH3:20][CH:19]([CH3:21])[CH2:18][N:22]([CH2:7][CH2:8][CH2:9][CH2:10][CH3:11])[CH2:23][CH:24]([CH3:26])[CH3:25], predict the reactants needed to synthesize it. The reactants are: S([O-])([O-])(=O)=O.[Mg+2].[CH:7](=O)[CH2:8][CH2:9][CH2:10][CH3:11].O.C(O)(=O)C.[CH2:18]([NH:22][CH2:23][CH:24]([CH3:26])[CH3:25])[CH:19]([CH3:21])[CH3:20]. (6) The reactants are: I[C:2]1[CH:7]=[CH:6][N:5]=[C:4]([C:8]([CH3:12])([CH3:11])[C:9]#[N:10])[CH:3]=1.CC1(C)C(C)(C)OB(B2OC(C)(C)C(C)(C)O2)O1.C([O-])(=O)C.[K+].[NH2:36][C:37]1[C:38]([C:44]([NH:46][NH2:47])=[O:45])=[N:39][C:40](Br)=[CH:41][N:42]=1.C(=O)([O-])[O-].[K+].[K+].ClCCl. Given the product [NH2:36][C:37]1[C:38]([C:44]([NH:46][NH2:47])=[O:45])=[N:39][C:40]([C:2]2[CH:7]=[CH:6][N:5]=[C:4]([C:8]([C:9]#[N:10])([CH3:12])[CH3:11])[CH:3]=2)=[CH:41][N:42]=1, predict the reactants needed to synthesize it.